Task: Regression. Given a peptide amino acid sequence and an MHC pseudo amino acid sequence, predict their binding affinity value. This is MHC class I binding data.. Dataset: Peptide-MHC class I binding affinity with 185,985 pairs from IEDB/IMGT (1) The peptide sequence is ITPTIEDDK. The MHC is HLA-A11:01 with pseudo-sequence HLA-A11:01. The binding affinity (normalized) is 0.188. (2) The peptide sequence is MVAWWAGIE. The MHC is Mamu-A20102 with pseudo-sequence Mamu-A20102. The binding affinity (normalized) is 0.194. (3) The peptide sequence is TACDWLFSHV. The MHC is HLA-A02:01 with pseudo-sequence HLA-A02:01. The binding affinity (normalized) is 0.147. (4) The peptide sequence is LEYEGGAAL. The MHC is HLA-A31:01 with pseudo-sequence HLA-A31:01. The binding affinity (normalized) is 0. (5) The peptide sequence is RLRAEAQVK. The MHC is HLA-A29:02 with pseudo-sequence HLA-A29:02. The binding affinity (normalized) is 0. (6) The MHC is SLA-10401 with pseudo-sequence SLA-10401. The peptide sequence is SVEVKLPDY. The binding affinity (normalized) is 0.851.